The task is: Regression/Classification. Given a drug SMILES string, predict its absorption, distribution, metabolism, or excretion properties. Task type varies by dataset: regression for continuous measurements (e.g., permeability, clearance, half-life) or binary classification for categorical outcomes (e.g., BBB penetration, CYP inhibition). For this dataset (caco2_wang), we predict Y.. This data is from Caco-2 cell permeability data measuring drug intestinal absorption for ~900 compounds. (1) The molecule is NCCc1c[nH]c2ccc(O)cc12. The Y is -4.86 log Papp (cm/s). (2) The compound is C#C[C@]1(O)CC[C@H]2[C@@H]3CCC4=Cc5oncc5C[C@]4(C)[C@H]3CC[C@@]21C. The Y is -4.84 log Papp (cm/s). (3) The compound is CC(C)NCC(COc1cccc2ccccc12)OC(=O)C1CC1. The Y is -4.16 log Papp (cm/s). (4) The molecule is C=CC[C@@H]1/C=C(\C)C[C@H](C)C[C@H](OC)[C@H]2O[C@@](O)(C(=O)C(=O)N3CCCC[C@H]3C(=O)O[C@H](/C(C)=C/[C@@H]3CC[C@@H](O)[C@H](OC)C3)[C@H](C)[C@@H](O)CC1=O)[C@H](C)C[C@@H]2OC. The Y is -5.15 log Papp (cm/s). (5) The compound is COc1cc(-c2oc3cc(O)cc(O)c3c(=O)c2OC2O[C@H](CO[C@H]3O[C@H](C)[C@@H](O)[C@H](O)[C@@H]3O)[C@@H](O)[C@H](O)[C@H]2O)ccc1O. The Y is -6.54 log Papp (cm/s).